Dataset: Forward reaction prediction with 1.9M reactions from USPTO patents (1976-2016). Task: Predict the product of the given reaction. (1) Given the reactants [NH2:1][C:2]1[CH:3]=[C:4]([C:9]([C:11]2[CH:20]=[CH:19][CH:18]=[CH:17][C:12]=2[C:13]([O:15][CH3:16])=[O:14])=[O:10])[CH:5]=[CH:6][C:7]=1[NH2:8].[CH3:21][O:22][C:23]([N:25]=[C:26]=S)=[O:24].C1CCC(N=C=NC2CCCCC2)CC1, predict the reaction product. The product is: [CH3:21][O:22][C:23]([NH:25][C:26]1[NH:8][C:7]2[CH:6]=[CH:5][C:4]([C:9]([C:11]3[CH:20]=[CH:19][CH:18]=[CH:17][C:12]=3[C:13]([O:15][CH3:16])=[O:14])=[O:10])=[CH:3][C:2]=2[N:1]=1)=[O:24]. (2) The product is: [O:11]=[C:12]([CH2:13][C:14]1[C:19]([CH3:20])=[CH:18][C:17]([CH3:21])=[CH:16][C:15]=1[CH3:22])[CH2:2][C:1]#[N:3]. Given the reactants [C:1](#[N:3])[CH3:2].C([Li])CCC.C([O:11][C:12](=O)[CH2:13][C:14]1[C:19]([CH3:20])=[CH:18][C:17]([CH3:21])=[CH:16][C:15]=1[CH3:22])C.Cl, predict the reaction product. (3) The product is: [NH2:1][C:4]1[CH:5]=[C:6]([C:14]2[O:15][C:16]3[CH:22]=[CH:21][C:20]([C:23]4[S:24][C:25]5[CH:31]=[CH:30][CH:29]=[CH:28][C:26]=5[CH:27]=4)=[CH:19][C:17]=3[N:18]=2)[C:7]([NH:10][CH2:11][CH2:12][CH3:13])=[CH:8][CH:9]=1. Given the reactants [N+:1]([C:4]1[CH:5]=[C:6]([C:14]2[O:15][C:16]3[CH:22]=[CH:21][C:20]([C:23]4[S:24][C:25]5[CH:31]=[CH:30][CH:29]=[CH:28][C:26]=5[CH:27]=4)=[CH:19][C:17]=3[N:18]=2)[C:7]([NH:10][CH2:11][CH2:12][CH3:13])=[CH:8][CH:9]=1)([O-])=O, predict the reaction product. (4) Given the reactants [C:1]([C:4]1[C:22](=[O:23])[C@@:8]2([CH3:24])[C:9]3[C:15]([OH:16])=[CH:14][C:13]([O:17][CH3:18])=[C:12]([C:19]([NH2:21])=[O:20])[C:10]=3[O:11][C:7]2=[CH:6][C:5]=1[OH:25])(=[O:3])[CH3:2].[CH3:26][C:27]1[CH:34]=[CH:33][CH:32]=[CH:31][C:28]=1[CH:29]=O.C([SiH](CC)CC)C.FC(F)(F)C(O)=O, predict the reaction product. The product is: [C:1]([C:4]1[C:22](=[O:23])[C@@:8]2([CH3:24])[C:9]3[C:15]([OH:16])=[CH:14][C:13]([O:17][CH3:18])=[C:12]([C:19]([NH:21][CH2:26][C:27]4[CH:34]=[CH:33][CH:32]=[CH:31][C:28]=4[CH3:29])=[O:20])[C:10]=3[O:11][C:7]2=[CH:6][C:5]=1[OH:25])(=[O:3])[CH3:2]. (5) Given the reactants [CH3:1][C:2]([CH3:31])([CH3:30])[CH2:3][N:4]([C:23]1[CH:28]=[CH:27][CH:26]=[C:25]([CH3:29])[N:24]=1)[C:5](=[O:22])[C:6]1[CH:11]=[CH:10][C:9]([O:12][CH3:13])=[CH:8][C:7]=1[N:14]1[CH2:19][CH2:18][CH:17]([CH:20]=[O:21])[CH2:16][CH2:15]1.[Cl-].[NH4+].[CH2:34]1COCC1, predict the reaction product. The product is: [CH3:1][C:2]([CH3:31])([CH3:30])[CH2:3][N:4]([C:23]1[CH:28]=[CH:27][CH:26]=[C:25]([CH3:29])[N:24]=1)[C:5](=[O:22])[C:6]1[CH:11]=[CH:10][C:9]([O:12][CH3:13])=[CH:8][C:7]=1[N:14]1[CH2:15][CH2:16][CH:17]([CH:20]([OH:21])[CH3:34])[CH2:18][CH2:19]1. (6) Given the reactants [H-].[Na+].[Br:3][C:4]1[S:5][C:6]([CH2:9][OH:10])=[CH:7][N:8]=1.Cl[C:12]1[C:17]([CH3:19])([CH3:18])[C:16](=[O:20])[C:15]([CH3:22])([CH3:21])[C:14](=[O:23])[CH:13]=1.Cl, predict the reaction product. The product is: [Br:3][C:4]1[S:5][C:6]([CH2:9][O:10][C:12]2[C:17]([CH3:18])([CH3:19])[C:16](=[O:20])[C:15]([CH3:22])([CH3:21])[C:14](=[O:23])[CH:13]=2)=[CH:7][N:8]=1. (7) Given the reactants [CH3:1][S:2]([C:5]1[CH:6]=[CH:7][C:8]([CH3:12])=[C:9]([CH:11]=1)[NH2:10])(=[O:4])=[O:3].[Cl:13][CH2:14][C:15](Cl)=[O:16], predict the reaction product. The product is: [Cl:13][CH2:14][C:15]([NH:10][C:9]1[CH:11]=[C:5]([S:2]([CH3:1])(=[O:3])=[O:4])[CH:6]=[CH:7][C:8]=1[CH3:12])=[O:16]. (8) Given the reactants C(O)(C(F)(F)F)=O.C([Si]1(C(C)(C)C)[O:17][C@H:16]2[C@H:18]([O:21][C:22]3[N:26](COCC[Si](C)(C)C)[C:25]4[CH:35]=[C:36]([F:41])[C:37]([I:40])=[C:38]([F:39])[C:24]=4[N:23]=3)[CH2:19][O:20][C@@H:15]2[CH2:14][O:13]1)(C)(C)C.CCCC[N+](CCCC)(CCCC)CCCC.[F-].O, predict the reaction product. The product is: [F:39][C:38]1[C:24]2[N:23]=[C:22]([O:21][C@@H:18]3[CH2:19][O:20][C@H:15]([CH2:14][OH:13])[C@H:16]3[OH:17])[NH:26][C:25]=2[CH:35]=[C:36]([F:41])[C:37]=1[I:40].